This data is from Catalyst prediction with 721,799 reactions and 888 catalyst types from USPTO. The task is: Predict which catalyst facilitates the given reaction. (1) Reactant: [OH:1][C@H:2]1[CH2:7][CH2:6][CH2:5][C@@H:4]([NH:8][C:9]2[C:14]([C:15]([O:17]CC)=[O:16])=[CH:13][N:12]=[C:11]([S:20][CH3:21])[N:10]=2)[CH2:3]1.[OH-].[Na+]. The catalyst class is: 8. Product: [OH:1][C@H:2]1[CH2:7][CH2:6][CH2:5][C@@H:4]([NH:8][C:9]2[C:14]([C:15]([OH:17])=[O:16])=[CH:13][N:12]=[C:11]([S:20][CH3:21])[N:10]=2)[CH2:3]1. (2) Reactant: [C:1]1([C@H:7]2[C@H:16]3[CH2:17][CH2:18][N:19](C(OC(C)(C)C)=O)[C@H:15]3[C:14]3[CH:13]=[CH:12][CH:11]=[CH:10][C:9]=3[NH:8]2)[CH:6]=[CH:5][CH:4]=[CH:3][CH:2]=1.[ClH:27]. Product: [ClH:27].[ClH:27].[C:1]1([C@H:7]2[C@H:16]3[CH2:17][CH2:18][NH:19][C@H:15]3[C:14]3[CH:13]=[CH:12][CH:11]=[CH:10][C:9]=3[NH:8]2)[CH:2]=[CH:3][CH:4]=[CH:5][CH:6]=1. The catalyst class is: 13. (3) Reactant: C[O:2][C:3]1[CH:8]=[CH:7][C:6]([C:9]2[CH:13]=[CH:12][S:11][C:10]=2[C:14]2[CH:19]=[CH:18][CH:17]=[C:16]([O:20]C)[CH:15]=2)=[CH:5][CH:4]=1. Product: [OH:2][C:3]1[CH:4]=[CH:5][C:6]([C:9]2[CH:13]=[CH:12][S:11][C:10]=2[C:14]2[CH:15]=[C:16]([OH:20])[CH:17]=[CH:18][CH:19]=2)=[CH:7][CH:8]=1. The catalyst class is: 195. (4) Reactant: [N+:1]([C:4]1[CH:9]=[C:8]([N+:10]([O-:12])=[O:11])[CH:7]=[CH:6][C:5]=1[CH2:13][CH2:14][OH:15])([O-:3])=[O:2].[C:16]([C:24]1[CH:43]=[CH:42][C:27]([C:28]([O:30][C:31]2[CH:36]=[CH:35][C:34](/[CH:37]=[CH:38]/[C:39](O)=[O:40])=[CH:33][CH:32]=2)=[O:29])=[CH:26][CH:25]=1)(=[O:23])[C:17]1[CH:22]=[CH:21][CH:20]=[CH:19][CH:18]=1.Cl.CN(C)CCCN=C=NCC.CCCCCC. Product: [C:16]([C:24]1[CH:43]=[CH:42][C:27]([C:28]([O:30][C:31]2[CH:32]=[CH:33][C:34](/[CH:37]=[CH:38]/[C:39]([O:15][CH2:14][CH2:13][C:5]3[CH:6]=[CH:7][C:8]([N+:10]([O-:12])=[O:11])=[CH:9][C:4]=3[N+:1]([O-:3])=[O:2])=[O:40])=[CH:35][CH:36]=2)=[O:29])=[CH:26][CH:25]=1)(=[O:23])[C:17]1[CH:18]=[CH:19][CH:20]=[CH:21][CH:22]=1. The catalyst class is: 119. (5) Reactant: [CH3:1][O:2][C:3]1[C:4]([O:28][CH2:29][CH2:30][CH2:31][O:32][CH3:33])=[CH:5][C:6]2[CH2:15][CH:14]([CH2:16][C:17]([F:20])([F:19])[F:18])[N:13]3[C:8](=[CH:9][C:10](=[O:26])[C:11]([C:21]([O:23]CC)=[O:22])=[CH:12]3)[C:7]=2[CH:27]=1.O[Li].O.Cl. Product: [CH3:1][O:2][C:3]1[C:4]([O:28][CH2:29][CH2:30][CH2:31][O:32][CH3:33])=[CH:5][C:6]2[CH2:15][CH:14]([CH2:16][C:17]([F:20])([F:19])[F:18])[N:13]3[C:8](=[CH:9][C:10](=[O:26])[C:11]([C:21]([OH:23])=[O:22])=[CH:12]3)[C:7]=2[CH:27]=1. The catalyst class is: 24. (6) Reactant: [Li+].[OH-].[NH2:3][C:4]1[C:5]([C:11]([O:13]CC)=[O:12])=[N:6][C:7]([Cl:10])=[N:8][CH:9]=1.Cl. Product: [NH2:3][C:4]1[C:5]([C:11]([OH:13])=[O:12])=[N:6][C:7]([Cl:10])=[N:8][CH:9]=1. The catalyst class is: 90.